This data is from Full USPTO retrosynthesis dataset with 1.9M reactions from patents (1976-2016). The task is: Predict the reactants needed to synthesize the given product. (1) Given the product [Cl:19][C:16]1[CH:17]=[CH:18][C:13]([C:10]2[N:9]([C:20]3[CH:25]=[CH:24][CH:23]=[CH:22][C:21]=3[Cl:26])[N:8]=[C:7]3[C:11]=2[O:29][CH2:28][CH2:27][N:4]([CH2:3][C:2]([F:1])([F:31])[CH3:30])[C:5]3=[O:6])=[CH:14][CH:15]=1, predict the reactants needed to synthesize it. The reactants are: [F:1][C:2]([F:31])([CH3:30])[CH2:3][N:4]([CH2:27][CH2:28][OH:29])[C:5]([C:7]1[C:11](O)=[C:10]([C:13]2[CH:18]=[CH:17][C:16]([Cl:19])=[CH:15][CH:14]=2)[N:9]([C:20]2[CH:25]=[CH:24][CH:23]=[CH:22][C:21]=2[Cl:26])[N:8]=1)=[O:6].C1(P(C2C=CC=CC=2)C2C=CC=CC=2)C=CC=CC=1.N(C(N1CCCCC1)=O)=NC(N1CCCCC1)=O.C(OCC)(=O)C. (2) Given the product [CH2:1]([O:3][C:4]1[CH:9]=[CH:8][C:7]([C:10]2[C:18]([I:22])=[C:17]3[N:12]([N:13]=[CH:14][CH:15]=[CH:16]3)[N:11]=2)=[CH:6][CH:5]=1)[CH3:2], predict the reactants needed to synthesize it. The reactants are: [CH2:1]([O:3][C:4]1[CH:9]=[CH:8][C:7]([C:10]2[C:18](C(O)=O)=[C:17]3[N:12]([N:13]=[CH:14][CH:15]=[CH:16]3)[N:11]=2)=[CH:6][CH:5]=1)[CH3:2].[I:22]N1C(=O)CCC1=O.C(=O)(O)[O-].[Na+].